Dataset: CYP2D6 inhibition data for predicting drug metabolism from PubChem BioAssay. Task: Regression/Classification. Given a drug SMILES string, predict its absorption, distribution, metabolism, or excretion properties. Task type varies by dataset: regression for continuous measurements (e.g., permeability, clearance, half-life) or binary classification for categorical outcomes (e.g., BBB penetration, CYP inhibition). Dataset: cyp2d6_veith. (1) The drug is NS(=O)(=O)c1ccc(N=Nc2c(O)c(C(=O)O)cc3ccccc23)cc1. The result is 0 (non-inhibitor). (2) The molecule is N#Cc1nc(-c2ccc(F)cc2)oc1N1CCCC1. The result is 0 (non-inhibitor). (3) The drug is Cc1ccc2c(c1)C1(SCCS1)C(=O)N2. The result is 0 (non-inhibitor). (4) The drug is C=CC(C)(C)c1[nH]c2ccccc2c1C1=C(O)C(=O)C(c2c[nH]c3c(CC=C(C)C)cccc23)=C(O)C1=O. The result is 1 (inhibitor). (5) The molecule is CCN1CCN(c2nc3c(c(=O)[nH]c(=O)n3C)n2CCCSc2ncccn2)CC1. The result is 0 (non-inhibitor). (6) The compound is O=C1c2ccc3c4c(ccc(c24)C(=O)N1c1ccc2ccccc2c1)CC3. The result is 0 (non-inhibitor). (7) The result is 0 (non-inhibitor). The compound is Cn1cnc(CCN)c1. (8) The compound is CC12CCC(C(=O)Nc3ncc([N+](=O)[O-])s3)(OC1=O)C2(C)C. The result is 0 (non-inhibitor). (9) The compound is Cc1nn(C)c(Cl)c1NC(=O)OCc1ccc(F)cc1. The result is 0 (non-inhibitor). (10) The compound is CCO[C@H](c1cc(OC)cc([N+](=O)[O-])c1OC)[C@H](C)/C=C\CC(=O)OC. The result is 0 (non-inhibitor).